This data is from Full USPTO retrosynthesis dataset with 1.9M reactions from patents (1976-2016). The task is: Predict the reactants needed to synthesize the given product. (1) The reactants are: [OH:1][CH2:2][C:3]1([C:18]2[CH:19]=[N:20][CH:21]=[CH:22][C:23]=2O)[C:11]2[C:6](=[CH:7][CH:8]=[CH:9][CH:10]=2)[N:5]([CH2:12][CH2:13][CH2:14][CH2:15][CH3:16])[C:4]1=[O:17].C1(P(C2C=CC=CC=2)C2C=CC=CC=2)C=CC=CC=1.N(C(OCC)=O)=NC(OCC)=O. Given the product [CH2:12]([N:5]1[C:6]2[C:11](=[CH:10][CH:9]=[CH:8][CH:7]=2)[C:3]2([C:18]3[CH:19]=[N:20][CH:21]=[CH:22][C:23]=3[O:1][CH2:2]2)[C:4]1=[O:17])[CH2:13][CH2:14][CH2:15][CH3:16], predict the reactants needed to synthesize it. (2) Given the product [Br:1][C:2]1[CH:10]=[CH:9][C:5]([C:6]([N:23]2[CH2:24][CH2:25][N:20]([C:14]3[CH:15]=[CH:16][C:17]([CH3:19])=[CH:18][C:13]=3[CH3:12])[CH2:21][CH2:22]2)=[O:8])=[C:4]([Cl:11])[CH:3]=1, predict the reactants needed to synthesize it. The reactants are: [Br:1][C:2]1[CH:10]=[CH:9][C:5]([C:6]([OH:8])=O)=[C:4]([Cl:11])[CH:3]=1.[CH3:12][C:13]1[CH:18]=[C:17]([CH3:19])[CH:16]=[CH:15][C:14]=1[N:20]1[CH2:25][CH2:24][NH:23][CH2:22][CH2:21]1. (3) Given the product [CH2:1]([O:3][C:4]([CH:6]1[CH2:11][CH2:10][CH2:9][CH:8]([NH:20][C:15]2[CH:16]=[CH:17][CH:18]=[CH:19][C:14]=2[F:13])[CH2:7]1)=[O:5])[CH3:2], predict the reactants needed to synthesize it. The reactants are: [CH2:1]([O:3][C:4]([CH:6]1[CH2:11][CH2:10][C:9](=O)[CH2:8][CH2:7]1)=[O:5])[CH3:2].[F:13][C:14]1[CH:19]=[CH:18][CH:17]=[CH:16][C:15]=1[NH2:20].C(O)(=O)C.C(O[BH-](OC(=O)C)OC(=O)C)(=O)C.[Na+]. (4) Given the product [Br:23][C:14]1[CH:15]=[C:16]2[C:11](=[CH:12][CH:13]=1)[N:10]=[C:9]1[NH:8][CH2:1][C:2]3[CH:7]=[CH:6][CH:5]=[CH:4][C:3]=3[C:19](=[O:20])[C:18]1=[C:17]2[Cl:22], predict the reactants needed to synthesize it. The reactants are: [CH2:1]([NH:8][C:9]1[C:18]([C:19](O)=[O:20])=[C:17]([Cl:22])[C:16]2[C:11](=[CH:12][CH:13]=[C:14]([Br:23])[CH:15]=2)[N:10]=1)[C:2]1[CH:7]=[CH:6][CH:5]=[CH:4][CH:3]=1.S(Cl)(Cl)=O.[Cl-].[Cl-].[Cl-].[Al+3]. (5) Given the product [Br:1][C:2]1[CH:3]=[C:4]([C:8]2[S:12][C:11]([NH2:13])=[N:10][CH:9]=2)[CH:5]=[N:6][CH:7]=1, predict the reactants needed to synthesize it. The reactants are: [Br:1][C:2]1[CH:3]=[C:4]([C:8]2[S:12][C:11]([NH:13]C(=O)C(C)(C)C)=[N:10][CH:9]=2)[CH:5]=[N:6][CH:7]=1. (6) Given the product [ClH:31].[C:1]([C:5]1[C:6]([Cl:31])=[C:7]([C:11]2[NH:15][C:14]3[C:16]([C:27]([F:28])([F:30])[F:29])=[CH:17][C:18]([C:20]4[CH:25]=[CH:24][CH:23]=[CH:22][C:21]=4[F:26])=[CH:19][C:13]=3[N:12]=2)[N:8]([CH3:10])[N:9]=1)([CH3:4])([CH3:2])[CH3:3], predict the reactants needed to synthesize it. The reactants are: [C:1]([C:5]1[C:6]([Cl:31])=[C:7]([C:11]2[NH:15][C:14]3[C:16]([C:27]([F:30])([F:29])[F:28])=[CH:17][C:18]([C:20]4[CH:25]=[CH:24][CH:23]=[CH:22][C:21]=4[F:26])=[CH:19][C:13]=3[N:12]=2)[N:8]([CH3:10])[N:9]=1)([CH3:4])([CH3:3])[CH3:2].Cl. (7) The reactants are: [NH2:1][C:2]1[N:6]([C:7]2[CH:16]=[CH:15][C:10]3[NH:11][C:12]([CH3:14])=[N:13][C:9]=3[CH:8]=2)[N:5]=[CH:4][C:3]=1[C:17]([C:19]1[N:20]([S:29]([C:32]2[CH:37]=[CH:36][C:35]([CH3:38])=[CH:34][CH:33]=2)(=[O:31])=[O:30])[C:21]2[C:26]([CH:27]=1)=[CH:25][C:24](Br)=[CH:23][CH:22]=2)=[O:18].[CH3:39][O:40][C:41]1[CH:46]=[CH:45][C:44](B(O)O)=[CH:43][N:42]=1.C(=O)(O)[O-].[Na+]. Given the product [NH2:1][C:2]1[N:6]([C:7]2[CH:16]=[CH:15][C:10]3[NH:11][C:12]([CH3:14])=[N:13][C:9]=3[CH:8]=2)[N:5]=[CH:4][C:3]=1[C:17]([C:19]1[N:20]([S:29]([C:32]2[CH:37]=[CH:36][C:35]([CH3:38])=[CH:34][CH:33]=2)(=[O:31])=[O:30])[C:21]2[C:26]([CH:27]=1)=[CH:25][C:24]([C:44]1[CH:43]=[N:42][C:41]([O:40][CH3:39])=[CH:46][CH:45]=1)=[CH:23][CH:22]=2)=[O:18], predict the reactants needed to synthesize it. (8) Given the product [C:35]([C:37]1[CH:38]=[C:39]([NH:43][C:44](=[O:70])[NH:45][C:46]2[CH:47]=[CH:48][C:49]([C:52]3[CH:60]=[C:59]4[C:55]([CH2:56][N:57]([C@@H:62]([CH:67]([CH3:68])[CH3:69])[C:63]([OH:65])=[O:64])[C:58]4=[O:61])=[CH:54][CH:53]=3)=[CH:50][CH:51]=2)[CH:40]=[CH:41][CH:42]=1)#[N:36], predict the reactants needed to synthesize it. The reactants are: FC1C=CC(NC(=O)NC2C=CC(C3C=C4C(CN([C@@H](C(C)C)C(O)=O)C4=O)=CC=3)=CC=2)=CC=1.[C:35]([C:37]1[CH:38]=[C:39]([NH:43][C:44](=[O:70])[NH:45][C:46]2[CH:51]=[CH:50][C:49]([C:52]3[CH:60]=[C:59]4[C:55]([CH2:56][N:57]([C@@H:62]([CH:67]([CH3:69])[CH3:68])[C:63]([O:65]C)=[O:64])[C:58]4=[O:61])=[CH:54][CH:53]=3)=[CH:48][CH:47]=2)[CH:40]=[CH:41][CH:42]=1)#[N:36]. (9) Given the product [F:19][C:20]1[CH:25]=[C:24]([F:26])[CH:23]=[CH:22][C:21]=1[N:1]1[C:9]2[CH:8]=[CH:7][CH:6]=[C:5]([NH2:10])[C:4]=2[CH:3]=[N:2]1, predict the reactants needed to synthesize it. The reactants are: [NH:1]1[C:9]2[CH:8]=[CH:7][CH:6]=[C:5]([NH2:10])[C:4]=2[CH:3]=[N:2]1.[O-]P([O-])([O-])=O.[K+].[K+].[K+].[F:19][C:20]1[CH:25]=[C:24]([F:26])[CH:23]=[CH:22][C:21]=1I.CN[C@@H]1CCCC[C@H]1NC.